Dataset: Forward reaction prediction with 1.9M reactions from USPTO patents (1976-2016). Task: Predict the product of the given reaction. (1) The product is: [Cl:1][C:2]1[C:3]([F:32])=[C:4]([CH:25]=[C:26]([C:28]([F:29])([F:30])[F:31])[CH:27]=1)[CH2:5][C:6]([OH:24])([CH2:11][C:12]([CH3:14])([C:15]1[C:23]2[O:22][CH2:21][CH2:20][C:19]=2[CH:18]=[C:17]([N+:33]([O-:35])=[O:34])[CH:16]=1)[CH3:13])[C:7]([F:9])([F:8])[F:10]. Given the reactants [Cl:1][C:2]1[C:3]([F:32])=[C:4]([CH:25]=[C:26]([C:28]([F:31])([F:30])[F:29])[CH:27]=1)[CH2:5][C:6]([OH:24])([CH2:11][C:12]([C:15]1[C:23]2[O:22][CH2:21][CH2:20][C:19]=2[CH:18]=[CH:17][CH:16]=1)([CH3:14])[CH3:13])[C:7]([F:10])([F:9])[F:8].[N+:33]([O-])([OH:35])=[O:34].S(=O)(=O)(O)O.C(=O)(O)[O-].[Na+], predict the reaction product. (2) Given the reactants [N:1]1([C:6]#[N:7])[CH2:5][CH2:4][CH2:3][CH2:2]1.[Cl:8][CH:9]([Cl:13])C(Cl)=O.[CH3:14][NH:15][NH2:16].[CH2:17](Cl)Cl, predict the reaction product. The product is: [Cl:8][CH:9]([Cl:13])[C:14]1[N:7]=[C:6]([N:1]2[CH2:5][CH2:4][CH2:3][CH2:2]2)[N:16]([CH3:17])[N:15]=1. (3) Given the reactants [CH:1]([C:3]1[CH:11]=[C:7]([C:8]([OH:10])=[O:9])[C:6]([OH:12])=[CH:5][CH:4]=1)=O.[O:13]1[C:17]([C:18]2[CH:23]=[CH:22][C:21]([NH:24][NH2:25])=[CH:20][CH:19]=2)=[CH:16][N:15]=[CH:14]1, predict the reaction product. The product is: [OH:12][C:6]1[CH:5]=[CH:4][C:3]([CH:1]=[N:25][NH:24][C:21]2[CH:20]=[CH:19][C:18]([C:17]3[O:13][CH:14]=[N:15][CH:16]=3)=[CH:23][CH:22]=2)=[CH:11][C:7]=1[C:8]([OH:10])=[O:9]. (4) Given the reactants Br[C:2]1[C:6]2=[N:7][CH:8]=[CH:9][CH:10]=[C:5]2[N:4]([CH2:11][CH3:12])[N:3]=1.[CH3:13][O:14][C:15]1[N:20]=[CH:19][C:18](B(O)O)=[CH:17][CH:16]=1.CC(C1C=C(C(C)C)C(C2C=CC=CC=2P(C2CCCCC2)C2CCCCC2)=C(C(C)C)C=1)C.C([O-])([O-])=O.[Cs+].[Cs+], predict the reaction product. The product is: [CH2:11]([N:4]1[C:5]2[C:6](=[N:7][CH:8]=[CH:9][CH:10]=2)[C:2]([C:18]2[CH:19]=[N:20][C:15]([O:14][CH3:13])=[CH:16][CH:17]=2)=[N:3]1)[CH3:12]. (5) Given the reactants [Cl:1][C:2]1[CH:7]=[CH:6][C:5]([CH2:8][NH:9][C@H:10]2[CH2:15][CH2:14][C@@H:13]([O:16][C:17]3[C:18]([Cl:27])=[C:19]4[C:24](=[CH:25][CH:26]=3)[CH:23]=[N:22][CH:21]=[CH:20]4)[CH2:12][CH2:11]2)=[CH:4][C:3]=1[S:28]([N:31]=CN(C)C)(=[O:30])=[O:29].[OH-].[Na+], predict the reaction product. The product is: [Cl:1][C:2]1[CH:7]=[CH:6][C:5]([CH2:8][NH:9][CH:10]2[CH2:15][CH2:14][CH:13]([O:16][C:17]3[C:18]([Cl:27])=[C:19]4[C:24](=[CH:25][CH:26]=3)[CH:23]=[N:22][CH:21]=[CH:20]4)[CH2:12][CH2:11]2)=[CH:4][C:3]=1[S:28]([NH2:31])(=[O:30])=[O:29].